The task is: Predict the product of the given reaction.. This data is from Forward reaction prediction with 1.9M reactions from USPTO patents (1976-2016). (1) Given the reactants [C:1]([NH:8][N:9]1[C:15](=[O:16])[CH2:14][C:13]2[CH:17]=[CH:18][CH:19]=[CH:20][C:12]=2[C:11]2[CH:21]=[CH:22][CH:23]=[CH:24][C:10]1=2)([O:3][C:4]([CH3:7])([CH3:6])[CH3:5])=[O:2].Cl[CH2:26][C:27](=[O:32])[C:28]([CH3:31])([CH3:30])[CH3:29], predict the reaction product. The product is: [C:1]([NH:8][N:9]1[C:15](=[O:16])[CH:14]([CH2:26][C:27](=[O:32])[C:28]([CH3:31])([CH3:30])[CH3:29])[C:13]2[CH:17]=[CH:18][CH:19]=[CH:20][C:12]=2[C:11]2[CH:21]=[CH:22][CH:23]=[CH:24][C:10]1=2)([O:3][C:4]([CH3:7])([CH3:6])[CH3:5])=[O:2]. (2) Given the reactants C(OC(=O)[NH:7][CH2:8][CH2:9][S:10]([C:13]1[C:14]2[CH:15]=[CH:16][N:17]=[CH:18][C:19]=2[CH:20]=[C:21]([C:23]2[CH:28]=[CH:27][C:26]([O:29][CH3:30])=[CH:25][CH:24]=2)[CH:22]=1)(=[O:12])=[O:11])(C)(C)C.[ClH:32], predict the reaction product. The product is: [ClH:32].[ClH:32].[CH3:30][O:29][C:26]1[CH:25]=[CH:24][C:23]([C:21]2[CH:22]=[C:13]([S:10]([CH2:9][CH2:8][NH2:7])(=[O:12])=[O:11])[C:14]3[CH:15]=[CH:16][N:17]=[CH:18][C:19]=3[CH:20]=2)=[CH:28][CH:27]=1. (3) Given the reactants [CH3:1][C:2]1[N:3]=[C:4]2[C:9]([C:10](O)([CH2:13][CH3:14])[CH2:11][CH3:12])=[CH:8][C:7]([CH3:16])=[N:6][N:5]2[C:17]=1[C:18]1[S:19][C:20]([C:24]2[CH:29]=[CH:28][CH:27]=[C:26]([CH3:30])[N:25]=2)=[CH:21][C:22]=1[CH3:23].COCCN(S(F)(F)[F:41])CCOC, predict the reaction product. The product is: [CH2:11]([C:10]([C:9]1[C:4]2[N:5]([C:17]([C:18]3[S:19][C:20]([C:24]4[CH:29]=[CH:28][CH:27]=[C:26]([CH3:30])[N:25]=4)=[CH:21][C:22]=3[CH3:23])=[C:2]([CH3:1])[N:3]=2)[N:6]=[C:7]([CH3:16])[CH:8]=1)([F:41])[CH2:13][CH3:14])[CH3:12]. (4) The product is: [O:11]1[C:15]2[CH:16]=[CH:17][C:18]([C:20]3([C:3]4[NH:4][C:5]5[C:10]([C:2]=4[CH3:1])=[CH:9][CH:8]=[CH:7][CH:6]=5)[CH2:21][CH2:22][C:23]([N:32]([CH3:34])[CH3:33])([C:26]4[CH:31]=[CH:30][CH:29]=[CH:28][CH:27]=4)[CH2:24][CH2:25]3)=[CH:19][C:14]=2[O:13][CH2:12]1. Given the reactants [CH3:1][C:2]1[C:10]2[C:5](=[CH:6][CH:7]=[CH:8][CH:9]=2)[NH:4][CH:3]=1.[O:11]1[C:15]2[CH:16]=[CH:17][C:18]([C:20]3(O)[CH2:25][CH2:24][C:23]([N:32]([CH3:34])[CH3:33])([C:26]4[CH:31]=[CH:30][CH:29]=[CH:28][CH:27]=4)[CH2:22][CH2:21]3)=[CH:19][C:14]=2[O:13][CH2:12]1.C[Si](OS(C(F)(F)F)(=O)=O)(C)C.[OH-].[Na+], predict the reaction product. (5) Given the reactants [Cl:1][C:2]1[C:13]([Cl:14])=[CH:12][C:5]2[O:6][C@@H:7]([CH2:10][OH:11])[CH2:8][O:9][C:4]=2[CH:3]=1.[H-].[Na+].[S:17](Cl)(=[O:20])(=[O:19])[NH2:18], predict the reaction product. The product is: [S:17](=[O:20])(=[O:19])([O:11][CH2:10][CH:7]1[O:6][C:5]2[CH:12]=[C:13]([Cl:14])[C:2]([Cl:1])=[CH:3][C:4]=2[O:9][CH2:8]1)[NH2:18].